This data is from Catalyst prediction with 721,799 reactions and 888 catalyst types from USPTO. The task is: Predict which catalyst facilitates the given reaction. (1) Reactant: [N:1]1[CH:6]=[CH:5][CH:4]=[CH:3][C:2]=1[C:7]([OH:9])=O.CCN=C=NCCCN(C)C.C1C=CC2N(O)N=NC=2C=1.[NH2:31][CH:32]1[CH:38]([OH:39])[CH2:37][CH2:36][CH2:35][N:34]([C:40]([O:42][CH2:43][C:44]2[CH:49]=[CH:48][CH:47]=[CH:46][CH:45]=2)=[O:41])[CH2:33]1. Product: [OH:39][CH:38]1[CH2:37][CH2:36][CH2:35][N:34]([C:40]([O:42][CH2:43][C:44]2[CH:49]=[CH:48][CH:47]=[CH:46][CH:45]=2)=[O:41])[CH2:33][CH:32]1[NH:31][C:7](=[O:9])[C:2]1[CH:3]=[CH:4][CH:5]=[CH:6][N:1]=1. The catalyst class is: 2. (2) Reactant: [CH2:1]([O:8][CH2:9][CH2:10][CH2:11][C@H:12]([C:21]1[O:25][N:24]=[C:23]([CH2:26][O:27][Si](C(C)(C)C)(C)C)[CH:22]=1)[CH2:13][C:14]([O:16][C:17]([CH3:20])([CH3:19])[CH3:18])=[O:15])[C:2]1[CH:7]=[CH:6][CH:5]=[CH:4][CH:3]=1.C1COCC1.[F-].C([N+](CCCC)(CCCC)CCCC)CCC.[Cl-].[NH4+]. Product: [CH2:1]([O:8][CH2:9][CH2:10][CH2:11][C@H:12]([C:21]1[O:25][N:24]=[C:23]([CH2:26][OH:27])[CH:22]=1)[CH2:13][C:14]([O:16][C:17]([CH3:18])([CH3:20])[CH3:19])=[O:15])[C:2]1[CH:7]=[CH:6][CH:5]=[CH:4][CH:3]=1. The catalyst class is: 13. (3) Reactant: Br[C:2]1[N:10]([CH2:11][C@H:12]2[CH2:17][CH2:16][C@H:15]([CH3:18])[CH2:14][CH2:13]2)[C:9]2[C:4](=[N:5][C:6]([Cl:26])=[N:7][C:8]=2[C:19]2[CH:24]=[CH:23][CH:22]=[C:21]([Cl:25])[CH:20]=2)[N:3]=1.[CH3:27][C@H:28]1[CH2:33][O:32][CH2:31][CH2:30][NH:29]1.[F-].[K+]. Product: [Cl:26][C:6]1[N:5]=[C:4]2[C:9]([N:10]([CH2:11][C@H:12]3[CH2:17][CH2:16][C@H:15]([CH3:18])[CH2:14][CH2:13]3)[C:2]([N:29]3[CH2:30][CH2:31][O:32][CH2:33][C@@H:28]3[CH3:27])=[N:3]2)=[C:8]([C:19]2[CH:24]=[CH:23][CH:22]=[C:21]([Cl:25])[CH:20]=2)[N:7]=1. The catalyst class is: 58. (4) Reactant: [C:1]([O:5][C:6]([N:8]1[C:12](=[O:13])[CH2:11][CH:10]2[CH2:14][C:15]3[C:20]([CH:9]12)=[CH:19][CH:18]=[CH:17][CH:16]=3)=[O:7])([CH3:4])([CH3:3])[CH3:2].[O-:21][Mn](=O)(=O)=O.[K+]. Product: [O:13]=[C:12]1[N:8]([C:6]([O:5][C:1]([CH3:4])([CH3:2])[CH3:3])=[O:7])[C@@H:9]2[C:20]3[C:15]([C:14](=[O:21])[C@@H:10]2[CH2:11]1)=[CH:16][CH:17]=[CH:18][CH:19]=3. The catalyst class is: 95. (5) Reactant: [CH3:1][C:2]1[C:3]([CH3:27])=[CH:4][C:5]2[N:14]([CH2:15][CH2:16][CH2:17][CH2:18][CH2:19][CH2:20][C:21]([OH:23])=[O:22])[C:13]3[C:8]([C:9](=[O:25])[NH:10][C:11](=[O:24])[N:12]=3)=[N:7][C:6]=2[CH:26]=1.[Br:28]Br.C(OOC(=O)C1C=CC=CC=1)(=O)C1C=CC=CC=1. Product: [Br:28][CH2:27][C:3]1[C:2]([CH3:1])=[CH:26][C:6]2[N:7]=[C:8]3[C:13]([N:14]([CH2:15][CH2:16][CH2:17][CH2:18][CH2:19][CH2:20][C:21]([OH:23])=[O:22])[C:5]=2[CH:4]=1)=[N:12][C:11](=[O:24])[NH:10][C:9]3=[O:25]. The catalyst class is: 12. (6) Reactant: C([O:8][C:9]1[CH:16]=[CH:15][C:12]([CH:13]=[O:14])=[CH:11][C:10]=1[O:17][CH2:18][O:19][CH3:20])C1C=CC=CC=1. Product: [OH:8][C:9]1[CH:16]=[CH:15][C:12]([CH:13]=[O:14])=[CH:11][C:10]=1[O:17][CH2:18][O:19][CH3:20]. The catalyst class is: 7.